From a dataset of Experimentally validated miRNA-target interactions with 360,000+ pairs, plus equal number of negative samples. Binary Classification. Given a miRNA mature sequence and a target amino acid sequence, predict their likelihood of interaction. (1) The miRNA is hsa-miR-1245b-5p with sequence UAGGCCUUUAGAUCACUUAAA. The protein sequence of the target gene is MSGCGLFLRTTAAARACRGLVVSTANRRLLRTSPPVRAFAKELFLGKIKKKEVFPFPEVSQDELNEINQFLGPVEKFFTEEVDSRKIDQEGKIPDETLEKLKSLGLFGLQVPEEYGGLGFSNTMYSRLGEIISMDGSITVTLAAHQAIGLKGIILAGTEEQKAKYLPKLASGEHIAAFCLTEPASGSDAASIRSRATLSEDKKHYILNGSKVWITNGGLANIFTVFAKTEVVDSDGSVKDKITAFIVERDFGGVTNGKPEDKLGIRGSNTCEVHFENTKIPVENILGEVGDGFKVAMNIL.... Result: 0 (no interaction). (2) The miRNA is cel-miR-261 with sequence UAGCUUUUUAGUUUUCACG. The protein sequence of the target gene is MVVLNPMTLGIYLQLFFLSIVSQPTFINSVLPISAALPSLDQKKRGGHKACCLLTPPPPPLFPPPFFRGGRSPLLSPDMKNLMLELETSQSPCMQGSLGSPGPPGPQGPPGLPGKTGPKGEKGELGRPGRKGRPGPPGVPGMPGPIGWPGPEGPRGEKGDLGMMGLPGSRGPMGSKGYPGSRGEKGSRGEKGDLGPKGEKGFPGFPGMLGQKGEMGPKGEPGIAGHRGPTGRPGKRGKQGQKGDSGVMGPPGKPGPSGQPGRPGPPGPPPAGQLIMGPKGERGFPGPPGRCLCGPTMNVN.... Result: 0 (no interaction). (3) The miRNA is hsa-miR-194-5p with sequence UGUAACAGCAACUCCAUGUGGA. The protein sequence of the target gene is MTEAGKLPLPLPPRLDWFVHTQMGQLAQDGVPEWFHGAISREDAENLLESQPLGSFLIRVSHSHVGYTLSYKAQSSCCHFMVKLLDDGTFMIPGEKVAHTSLDALVTFHQQKPIEPRRELLTQPCRQKDPANVDYEDLFLYSNAVAEEAACPVSAPEEASPKPVLCHQSKERKPSAEMNRITTKEATSSCPPKSPLGETRQKLWRSLKMLPERGQRVRQQLKSHLATVNLSSLLDVRRSTVISGPGTGKGSQDHSGDPTSGDRGYTDPCVATSLKSPSQPQAPKDRKVPTRKAERSVSCI.... Result: 0 (no interaction).